Dataset: Full USPTO retrosynthesis dataset with 1.9M reactions from patents (1976-2016). Task: Predict the reactants needed to synthesize the given product. Given the product [CH3:1][C:2]1[N:3]([CH2:17][CH2:18][CH2:19][CH2:20][CH2:21][CH2:22][C:23]([O:25][CH2:26][CH3:27])=[O:24])[C:4]2[CH2:5][C:6]([CH3:13])([CH3:12])[CH2:7][C:8](=[O:11])[C:9]=2[CH:10]=1, predict the reactants needed to synthesize it. The reactants are: [CH3:1][C:2]1[NH:3][C:4]2[CH2:5][C:6]([CH3:13])([CH3:12])[CH2:7][C:8](=[O:11])[C:9]=2[CH:10]=1.[H-].[Na+].Br[CH2:17][CH2:18][CH2:19][CH2:20][CH2:21][CH2:22][C:23]([O:25][CH2:26][CH3:27])=[O:24].